From a dataset of Full USPTO retrosynthesis dataset with 1.9M reactions from patents (1976-2016). Predict the reactants needed to synthesize the given product. (1) Given the product [C:1]([C:3]1[CH:4]=[CH:5][C:6]([CH:9]2[CH2:14][C:13](=[O:15])[N:12]([C:16]3[CH:21]=[CH:20][CH:19]=[C:18]([C:22]([F:24])([F:25])[F:23])[CH:17]=3)[C:11]([CH3:26])=[C:10]2[C:27]([O:29][CH2:43][CH2:44][N:45]2[CH2:49][CH2:48][CH2:47][CH2:46]2)=[O:28])=[CH:7][CH:8]=1)#[N:2], predict the reactants needed to synthesize it. The reactants are: [C:1]([C:3]1[CH:8]=[CH:7][C:6]([CH:9]2[CH2:14][C:13](=[O:15])[N:12]([C:16]3[CH:21]=[CH:20][CH:19]=[C:18]([C:22]([F:25])([F:24])[F:23])[CH:17]=3)[C:11]([CH3:26])=[C:10]2[C:27]([OH:29])=[O:28])=[CH:5][CH:4]=1)#[N:2].C1N=CN(C(N2C=NC=C2)=O)C=1.O[CH2:43][CH2:44][N:45]1[CH2:49][CH2:48][CH2:47][CH2:46]1.C(N(CC)CC)C. (2) Given the product [Cl:12][C:4]1[N:3]=[C:2]([N:18]2[CH2:19][CH2:20][N:15]([CH2:13][CH3:14])[CH2:16][CH2:17]2)[C:11]2[C:6]([CH:5]=1)=[CH:7][CH:8]=[CH:9][CH:10]=2, predict the reactants needed to synthesize it. The reactants are: Cl[C:2]1[C:11]2[C:6](=[CH:7][CH:8]=[CH:9][CH:10]=2)[CH:5]=[C:4]([Cl:12])[N:3]=1.[CH2:13]([N:15]1[CH2:20][CH2:19][NH:18][CH2:17][CH2:16]1)[CH3:14].C(=O)([O-])[O-].[K+].[K+]. (3) Given the product [Cl:1][C:2]1[CH:10]=[CH:9][C:5]([C:6]([NH:16][C:15]2[CH:17]=[CH:18][C:12]([Cl:11])=[CH:13][C:14]=2[CH3:19])=[O:7])=[CH:4][CH:3]=1, predict the reactants needed to synthesize it. The reactants are: [Cl:1][C:2]1[CH:10]=[CH:9][C:5]([C:6](Cl)=[O:7])=[CH:4][CH:3]=1.[Cl:11][C:12]1[CH:18]=[CH:17][C:15]([NH2:16])=[C:14]([CH3:19])[CH:13]=1.C(N(CC)CC)C.O. (4) Given the product [CH3:1][N:2]1[CH2:6][CH2:5][CH:4]([C:7]([OH:9])=[O:8])[C:3]1=[O:11], predict the reactants needed to synthesize it. The reactants are: [CH3:1][N:2]1[CH2:6][CH2:5][CH:4]([C:7]([O:9]C)=[O:8])[C:3]1=[O:11].[Si](O[K])(C)(C)C.Cl. (5) Given the product [C:40]([OH:45])(=[O:44])[C:41]([OH:43])=[O:42].[N:13]1[CH:18]=[CH:17][CH:16]=[CH:15][C:14]=1[N:19]1[C:23]2[CH:24]=[CH:25][C:26]([O:2][CH3:1])=[CH:27][C:22]=2[N:21]=[C:20]1/[CH:32]=[CH:33]/[C:34]1[CH:39]=[CH:38][CH:37]=[CH:36][CH:35]=1, predict the reactants needed to synthesize it. The reactants are: [CH3:1][O:2]C1C=CC(N)=C([N+]([O-])=O)C=1.[N:13]1[CH:18]=[CH:17][CH:16]=[CH:15][C:14]=1[N:19]1[C:23]2[CH:24]=[CH:25][C:26](C(F)(F)F)=[CH:27][C:22]=2[N:21]=[C:20]1/[CH:32]=[CH:33]/[C:34]1[CH:39]=[CH:38][CH:37]=[CH:36][CH:35]=1.[C:40]([OH:45])(=[O:44])[C:41]([OH:43])=[O:42].